This data is from Catalyst prediction with 721,799 reactions and 888 catalyst types from USPTO. The task is: Predict which catalyst facilitates the given reaction. Reactant: [Al+3].[Cl-].[Cl-].[Cl-].[F:5][C:6]1[CH:11]=[CH:10][C:9]([CH2:12][C:13](Cl)=[O:14])=[CH:8][CH:7]=1.Cl. Product: [F:5][C:6]1[CH:11]=[CH:10][C:9]([CH2:12][C:13]([C:6]2[CH:11]=[CH:10][CH:9]=[CH:8][CH:7]=2)=[O:14])=[CH:8][CH:7]=1. The catalyst class is: 48.